Dataset: Catalyst prediction with 721,799 reactions and 888 catalyst types from USPTO. Task: Predict which catalyst facilitates the given reaction. Reactant: [H-].[Al+3].[Li+].[H-].[H-].[H-].C([O:9][C:10]([CH:12]1[CH2:14][CH:13]1[CH2:15][N:16]1[CH2:21][CH2:20][N:19]([C:22]2[CH:27]=[CH:26][CH:25]=[CH:24][C:23]=2[CH:28]2[CH2:33][C:32]([CH3:35])([CH3:34])[CH2:31][C:30]([CH3:37])([CH3:36])[CH2:29]2)[CH2:18][CH2:17]1)=O)C.[F-].[Na+].O. Product: [CH3:36][C:30]1([CH3:37])[CH2:31][C:32]([CH3:34])([CH3:35])[CH2:33][CH:28]([C:23]2[CH:24]=[CH:25][CH:26]=[CH:27][C:22]=2[N:19]2[CH2:20][CH2:21][N:16]([CH2:15][C@H:13]3[CH2:14][C@H:12]3[CH2:10][OH:9])[CH2:17][CH2:18]2)[CH2:29]1.[CH3:36][C:30]1([CH3:37])[CH2:31][C:32]([CH3:34])([CH3:35])[CH2:33][CH:28]([C:23]2[CH:24]=[CH:25][CH:26]=[CH:27][C:22]=2[N:19]2[CH2:20][CH2:21][N:16]([CH2:15][C@@H:13]3[CH2:14][C@H:12]3[CH2:10][OH:9])[CH2:17][CH2:18]2)[CH2:29]1. The catalyst class is: 7.